This data is from Forward reaction prediction with 1.9M reactions from USPTO patents (1976-2016). The task is: Predict the product of the given reaction. (1) Given the reactants Br[C:2]1[N:6]2[C:7]([Cl:22])=[C:8]([C:16]3[CH:21]=[CH:20][CH:19]=[CH:18][CH:17]=3)[N:9]=[C:10]([NH:11][CH2:12][CH:13]([CH3:15])[CH3:14])[C:5]2=[N:4][CH:3]=1.[CH:23]1([NH:26][C:27]([C:29]2[CH:34]=[CH:33][C:32](B(O)O)=[CH:31][CH:30]=2)=[O:28])[CH2:25][CH2:24]1.C(=O)([O-])[O-].[K+].[K+].C(OCC)(=O)C, predict the reaction product. The product is: [Cl:22][C:7]1[N:6]2[C:2]([C:32]3[CH:33]=[CH:34][C:29]([C:27]([NH:26][CH:23]4[CH2:24][CH2:25]4)=[O:28])=[CH:30][CH:31]=3)=[CH:3][N:4]=[C:5]2[C:10]([NH:11][CH2:12][CH:13]([CH3:15])[CH3:14])=[N:9][C:8]=1[C:16]1[CH:21]=[CH:20][CH:19]=[CH:18][CH:17]=1. (2) Given the reactants [C:1]([C:3]1[CH:4]=[C:5]([N:9]2[C:18]3[CH:17]=[CH:16][C:15]4[CH:19]=[CH:20][CH:21]=[CH:22][C:14]=4[C:13]=3[NH:12][C:11](=[O:23])[C:10]2=[O:24])[CH:6]=[CH:7][CH:8]=1)#[N:2].C([Sn]([N:38]=[N+:39]=[N-:40])(CCCC)CCCC)CCC.[OH-].[Na+], predict the reaction product. The product is: [NH:38]1[C:1]([C:3]2[CH:4]=[C:5]([N:9]3[C:18]4[CH:17]=[CH:16][C:15]5[CH:19]=[CH:20][CH:21]=[CH:22][C:14]=5[C:13]=4[NH:12][C:11](=[O:23])[C:10]3=[O:24])[CH:6]=[CH:7][CH:8]=2)=[N:2][N:40]=[N:39]1. (3) The product is: [Br:7][C:8]1[CH:9]=[C:10]([NH:14][C:15]([NH:4][CH2:3][C:2]([F:6])([F:5])[F:1])=[O:16])[CH:11]=[CH:12][CH:13]=1. Given the reactants [F:1][C:2]([F:6])([F:5])[CH2:3][NH2:4].[Br:7][C:8]1[CH:9]=[C:10]([N:14]=[C:15]=[O:16])[CH:11]=[CH:12][CH:13]=1, predict the reaction product.